From a dataset of Reaction yield outcomes from USPTO patents with 853,638 reactions. Predict the reaction yield, written as a fraction of the theoretical maximum amount of product (1.0 means a 100% yield; for example, 0.34 means a 34% yield). (1) The reactants are C[O:2][C:3]1[CH:4]=[C:5]2[C:10](=[CH:11][CH:12]=1)[N:9]([C:13](=[O:15])[CH3:14])[C@@H:8]([CH3:16])[C@H:7]([CH3:17])[C@H:6]2[NH:18][C:19]1[CH:24]=[CH:23][CH:22]=[CH:21][CH:20]=1.B(Br)(Br)Br.ClCCl.CO. The catalyst is ClCCl. The product is [OH:2][C:3]1[CH:4]=[C:5]2[C:10](=[CH:11][CH:12]=1)[N:9]([C:13](=[O:15])[CH3:14])[C@@H:8]([CH3:16])[C@H:7]([CH3:17])[C@H:6]2[NH:18][C:19]1[CH:20]=[CH:21][CH:22]=[CH:23][CH:24]=1. The yield is 0.480. (2) The reactants are [F:1][C:2]1[CH:10]=[CH:9][C:5]([C:6](Cl)=[O:7])=[CH:4][C:3]=1[N+:11]([O-:13])=[O:12].[F:14][C:15]([F:24])([F:23])[C:16]1[CH:17]=[CH:18][C:19]([NH2:22])=[N:20][CH:21]=1. No catalyst specified. The product is [F:1][C:2]1[CH:10]=[CH:9][C:5]([C:6]([NH:22][C:19]2[CH:18]=[CH:17][C:16]([C:15]([F:23])([F:14])[F:24])=[CH:21][N:20]=2)=[O:7])=[CH:4][C:3]=1[N+:11]([O-:13])=[O:12]. The yield is 1.00. (3) The reactants are [OH:1][C:2]1[CH:3]=[C:4]([CH3:19])[C:5]([O:8][C:9]2[CH:18]=[CH:17][C:12]([C:13]([O:15][CH3:16])=[O:14])=[CH:11][CH:10]=2)=[N:6][CH:7]=1.[Cl:20][C:21]1[CH:26]=[CH:25][CH:24]=[C:23]([Cl:27])[C:22]=1[C:28]1[C:32]([CH2:33]O)=[C:31]([CH:35]([CH3:37])[CH3:36])[O:30][N:29]=1.C1(P(C2C=CC=CC=2)C2C=CC=CC=2)C=CC=CC=1.N(C(OC(C)C)=O)=NC(OC(C)C)=O. The catalyst is C1C=CC=CC=1. The product is [Cl:27][C:23]1[CH:24]=[CH:25][CH:26]=[C:21]([Cl:20])[C:22]=1[C:28]1[C:32]([CH2:33][O:1][C:2]2[CH:3]=[C:4]([CH3:19])[C:5]([O:8][C:9]3[CH:10]=[CH:11][C:12]([C:13]([O:15][CH3:16])=[O:14])=[CH:17][CH:18]=3)=[N:6][CH:7]=2)=[C:31]([CH:35]([CH3:37])[CH3:36])[O:30][N:29]=1. The yield is 0.700. (4) The reactants are [C:1]([O:5][C:6](=[O:42])/[CH:7]=[CH:8]/[C:9]1[C:14](=[O:15])[N:13]2[CH:16]=[CH:17][C:18]([C:20]([NH:22][C:23]3[S:24][CH:25]=[C:26]([C:28]([CH3:31])([CH3:30])[CH3:29])[N:27]=3)=[O:21])=[CH:19][C:12]2=[N:11][C:10]=1[N:32]1[CH2:37][CH2:36][CH:35]([CH2:38][C:39]([OH:41])=O)[CH2:34][CH2:33]1)([CH3:4])([CH3:3])[CH3:2].[CH2:43]([CH2:45][NH2:46])[OH:44].C1C=CC2N(O)N=NC=2C=1.Cl. The catalyst is C(Cl)Cl.CN(C)C=O.C(Cl)(Cl)Cl.C1(C)C=CC=CC=1.C(N(CC)CC)C. The product is [C:1]([O:5][C:6](=[O:42])/[CH:7]=[CH:8]/[C:9]1[C:14](=[O:15])[N:13]2[CH:16]=[CH:17][C:18]([C:20]([NH:22][C:23]3[S:24][CH:25]=[C:26]([C:28]([CH3:31])([CH3:30])[CH3:29])[N:27]=3)=[O:21])=[CH:19][C:12]2=[N:11][C:10]=1[N:32]1[CH2:37][CH2:36][CH:35]([CH2:38][C:39]([NH:46][CH2:45][CH2:43][OH:44])=[O:41])[CH2:34][CH2:33]1)([CH3:3])([CH3:2])[CH3:4]. The yield is 0.760. (5) The reactants are ClC(Cl)C(O)=O.N[C:8]1[N:9]([C:28]2[C:37]3[C:32](=[CH:33][CH:34]=[C:35]([O:38][CH3:39])[CH:36]=3)[C:31]([CH:40]3[CH2:42][CH2:41]3)=[CH:30][CH:29]=2)[C:10]([S:13][CH2:14][C:15]([NH:17][C:18]2[CH:26]=[CH:25][C:21]([C:22]([OH:24])=[O:23])=[CH:20][C:19]=2[Cl:27])=[O:16])=[N:11][N:12]=1.N([O-])=O.[Na+].[Br:47]CBr. The catalyst is [Br-].C([N+](CC)(CC)CC)C1C=CC=CC=1. The product is [Br:47][C:8]1[N:9]([C:28]2[C:37]3[C:32](=[CH:33][CH:34]=[C:35]([O:38][CH3:39])[CH:36]=3)[C:31]([CH:40]3[CH2:42][CH2:41]3)=[CH:30][CH:29]=2)[C:10]([S:13][CH2:14][C:15]([NH:17][C:18]2[CH:26]=[CH:25][C:21]([C:22]([OH:24])=[O:23])=[CH:20][C:19]=2[Cl:27])=[O:16])=[N:11][N:12]=1. The yield is 0.400. (6) The reactants are [OH-].[Na+].[C:14]([O:13][C:11](O[C:11]([O:13][C:14]([CH3:17])([CH3:16])[CH3:15])=[O:12])=[O:12])([CH3:17])([CH3:16])[CH3:15].Cl.[NH2:19][CH2:20][C:21]1[CH:26]=[CH:25][C:24]([CH2:27][C:28]([OH:30])=[O:29])=[CH:23][CH:22]=1.C(O)(=O)CC(CC(O)=O)(C(O)=O)O. The catalyst is O1CCOCC1.O.O1CCOCC1. The product is [C:14]([O:13][C:11]([NH:19][CH2:20][C:21]1[CH:26]=[CH:25][C:24]([CH2:27][C:28]([OH:30])=[O:29])=[CH:23][CH:22]=1)=[O:12])([CH3:15])([CH3:16])[CH3:17]. The yield is 0.500. (7) The reactants are O=[C:2]([CH:8]1[CH2:16][CH2:15][C:14]2[C:10](=[CH:11][N:12](C(C3C=CC=CC=3)(C3C=CC=CC=3)C3C=CC=CC=3)[N:13]=2)[C:9]1=O)[C:3]([O:5][CH2:6][CH3:7])=[O:4].Cl.[CH3:38][O:39][C:40]1[CH:45]=[CH:44][C:43]([NH:46][NH2:47])=[CH:42][CH:41]=1. The catalyst is C(O)(=O)C. The product is [CH3:38][O:39][C:40]1[CH:45]=[CH:44][C:43]([N:46]2[C:9]3[C:10]4[CH:11]=[N:12][NH:13][C:14]=4[CH2:15][CH2:16][C:8]=3[C:2]([C:3]([O:5][CH2:6][CH3:7])=[O:4])=[N:47]2)=[CH:42][CH:41]=1. The yield is 0.810.